Dataset: Forward reaction prediction with 1.9M reactions from USPTO patents (1976-2016). Task: Predict the product of the given reaction. Given the reactants [F:1][C:2]1[CH:3]=[C:4]([CH:7]=[CH:8][C:9]=1[F:10])[CH:5]=[O:6].[Si]([C:15]#[N:16])(C)(C)C.[H-].[H-].[H-].[H-].[Li+].[Al+3].[OH-].[Na+], predict the reaction product. The product is: [NH2:16][CH2:15][CH:5]([C:4]1[CH:7]=[CH:8][C:9]([F:10])=[C:2]([F:1])[CH:3]=1)[OH:6].